Dataset: Catalyst prediction with 721,799 reactions and 888 catalyst types from USPTO. Task: Predict which catalyst facilitates the given reaction. (1) Reactant: [C:1]([O:5][C:6]([N:8]1[CH2:13][CH2:12][C:11](=[O:14])[CH2:10][CH:9]1[CH2:15][CH3:16])=[O:7])([CH3:4])([CH3:3])[CH3:2].N1CCCC1.[CH2:22](Br)[C:23]1[CH:28]=[CH:27][CH:26]=[CH:25][CH:24]=1. Product: [C:1]([O:5][C:6]([N:8]1[CH2:13][CH:12]([CH2:22][C:23]2[CH:28]=[CH:27][CH:26]=[CH:25][CH:24]=2)[C:11](=[O:14])[CH2:10][CH:9]1[CH2:15][CH3:16])=[O:7])([CH3:4])([CH3:3])[CH3:2]. The catalyst class is: 11. (2) Reactant: [F:1][C:2]1[CH:9]=[CH:8][CH:7]=[C:6]([F:10])[C:3]=1[CH2:4][NH2:5].[Cl:11][CH2:12][C:13](O[C:13](=[O:14])[CH2:12][Cl:11])=[O:14].C(N(CC)CC)C. Product: [F:1][C:2]1[CH:9]=[CH:8][CH:7]=[C:6]([F:10])[C:3]=1[CH2:4][NH:5][C:13](=[O:14])[CH2:12][Cl:11]. The catalyst class is: 7. (3) Reactant: [F:1][C:2]1[C:11]([F:12])=[C:10]2[C:5]([N:6]=[CH:7][C:8](=[O:13])[NH:9]2)=[CH:4][CH:3]=1.[H-].[Na+].CS(O[CH2:21][CH2:22][N:23]1[CH2:28][CH2:27][CH:26]([NH:29][C:30]([O:32][C:33]([CH3:36])([CH3:35])[CH3:34])=[O:31])[CH2:25][CH2:24]1)(=O)=O.COC1C=C2C(C=CC(=O)N2CCN2CCC(NC(=O)OC(C)(C)C)CC2)=CC=1. Product: [F:1][C:2]1[C:11]([F:12])=[C:10]2[C:5]([N:6]=[CH:7][C:8](=[O:13])[N:9]2[CH2:21][CH2:22][N:23]2[CH2:28][CH2:27][CH:26]([NH:29][C:30](=[O:31])[O:32][C:33]([CH3:36])([CH3:35])[CH3:34])[CH2:25][CH2:24]2)=[CH:4][CH:3]=1. The catalyst class is: 13. (4) Reactant: Cl[C:2]1[C:7]([N+:8]([O-:10])=[O:9])=[C:6]([CH3:11])[CH:5]=[CH:4][N:3]=1.[Cl:12][C:13]1[CH:18]=[C:17]([Cl:19])[CH:16]=[CH:15][C:14]=1B(O)O.OP([O-])([O-])=O.[K+].[K+]. Product: [Cl:12][C:13]1[CH:18]=[C:17]([Cl:19])[CH:16]=[CH:15][C:14]=1[C:2]1[C:7]([N+:8]([O-:10])=[O:9])=[C:6]([CH3:11])[CH:5]=[CH:4][N:3]=1. The catalyst class is: 3. (5) Reactant: O=P(Cl)(Cl)Cl.[CH3:6][N:7]([CH:9]=[O:10])C.[CH3:11][C:12]1[CH:16]=[CH:15][O:14][CH:13]=1.C([O-])([O-])=O.[Na+].[Na+].N1C2[C:26](=[CH:27][CH:28]=[CH:29][CH:30]=2)[CH2:25][C:24]1=O.N1CCCCC1. Product: [CH3:11][C:12]1[CH:16]=[CH:15][O:14][C:13]=1[CH:30]=[C:29]1[C:28]2[C:6](=[CH:24][CH:25]=[CH:26][CH:27]=2)[NH:7][C:9]1=[O:10]. The catalyst class is: 88. (6) The catalyst class is: 6. Product: [N:1]([CH2:6][C@@H:7]([C:9]1[CH:14]=[CH:13][C:12]([F:15])=[CH:11][CH:10]=1)[OH:8])=[N+:2]=[N-:3]. Reactant: [N-:1]=[N+:2]=[N-:3].[Na+].Cl[CH2:6][C@@H:7]([C:9]1[CH:14]=[CH:13][C:12]([F:15])=[CH:11][CH:10]=1)[OH:8].CN(C=O)C. (7) Reactant: [C:1]([OH:24])(=[O:23])[CH2:2][CH2:3][CH2:4][CH2:5][CH2:6][CH2:7][CH2:8][CH2:9][CH2:10][CH2:11][CH2:12][CH2:13][CH2:14][CH2:15][CH2:16][CH2:17][CH2:18][CH2:19][CH2:20][CH2:21][CH3:22].C(O)(=O)CCCCCCCCCCCCCCCCC.[OH-].[Na+:46].[N+]([O-])(O)=O. Product: [C:1]([O-:24])(=[O:23])[CH2:2][CH2:3][CH2:4][CH2:5][CH2:6][CH2:7][CH2:8][CH2:9][CH2:10][CH2:11][CH2:12][CH2:13][CH2:14][CH2:15][CH2:16][CH2:17][CH2:18][CH2:19][CH2:20][CH2:21][CH3:22].[Na+:46]. The catalyst class is: 6. (8) Reactant: [CH3:1][O:2][C:3]([C:5]1([NH:10][C:11]([CH:13]2[CH2:17][CH:16]([O:18][C:19]3[C:20]4[S:34][CH:33]=[CH:32][C:21]=4[N:22]=[C:23]([C:25]4[N:26]([CH3:31])[N:27]=[C:28]([CH3:30])[CH:29]=4)[N:24]=3)[CH2:15][N:14]2[C:35](=[O:52])[CH:36]([NH:44][C:45]([O:47][C:48]([CH3:51])([CH3:50])[CH3:49])=[O:46])[CH2:37][CH2:38][CH2:39][CH2:40][CH2:41][CH:42]=[CH2:43])=[O:12])[CH2:7][CH:6]1C=C)=[O:4]. Product: [C:48]([O:47][C:45]([NH:44][C@@H:36]1[C:35](=[O:52])[N:14]2[CH2:15][C@H:16]([O:18][C:19]3[C:20]4[S:34][CH:33]=[CH:32][C:21]=4[N:22]=[C:23]([C:25]4[N:26]([CH3:31])[N:27]=[C:28]([CH3:30])[CH:29]=4)[N:24]=3)[CH2:17][C@H:13]2[C:11](=[O:12])[NH:10][C@:5]2([C:3]([O:2][CH3:1])=[O:4])[CH2:6][C@H:7]2[CH:43]=[CH:42][CH2:41][CH2:40][CH2:39][CH2:38][CH2:37]1)=[O:46])([CH3:51])([CH3:49])[CH3:50]. The catalyst class is: 4.